This data is from Catalyst prediction with 721,799 reactions and 888 catalyst types from USPTO. The task is: Predict which catalyst facilitates the given reaction. Reactant: C(OOC(=O)C1C=CC=CC=1)(=O)C1C=CC=CC=1.[Br:19]N1C(=O)CCC1=O.[F:27][C:28]1[CH:33]=[CH:32][C:31]([N:34]2[CH2:39][CH2:38][C:37]3=[N:40][C:41]([CH2:43][O:44][C:45]4[CH:50]=[CH:49][CH:48]=[CH:47][CH:46]=4)=[CH:42][N:36]3[C:35]2=[O:51])=[CH:30][CH:29]=1. Product: [Br:19][C:42]1[N:36]2[C:35](=[O:51])[N:34]([C:31]3[CH:32]=[CH:33][C:28]([F:27])=[CH:29][CH:30]=3)[CH2:39][CH2:38][C:37]2=[N:40][C:41]=1[CH2:43][O:44][C:45]1[CH:46]=[CH:47][CH:48]=[CH:49][CH:50]=1. The catalyst class is: 26.